From a dataset of TCR-epitope binding with 47,182 pairs between 192 epitopes and 23,139 TCRs. Binary Classification. Given a T-cell receptor sequence (or CDR3 region) and an epitope sequence, predict whether binding occurs between them. (1) The epitope is KLPDDFTGCV. The TCR CDR3 sequence is CASSLVGGHTDTQYF. Result: 1 (the TCR binds to the epitope). (2) Result: 1 (the TCR binds to the epitope). The TCR CDR3 sequence is CASSPYIYTEAFF. The epitope is TSDLATNNLVVMAY. (3) The epitope is FLNGSCGSV. The TCR CDR3 sequence is CASSFFTYEQYF. Result: 1 (the TCR binds to the epitope). (4) The epitope is TFYLTNDVSFL. The TCR CDR3 sequence is CASSQEVTQITEAFF. Result: 0 (the TCR does not bind to the epitope). (5) The epitope is TPINLVRDL. The TCR CDR3 sequence is CSVQGAGGRSYNEQFF. Result: 1 (the TCR binds to the epitope). (6) Result: 0 (the TCR does not bind to the epitope). The TCR CDR3 sequence is CASSPLHTGELFF. The epitope is RLRPGGKKR.